From a dataset of Full USPTO retrosynthesis dataset with 1.9M reactions from patents (1976-2016). Predict the reactants needed to synthesize the given product. (1) Given the product [F:23][C:20]1[CH:21]=[CH:22][C:17]([NH:16][C:14]([C@@:10]23[CH2:11][C@@H:12]2[CH2:13][NH:8][CH2:9]3)=[O:15])=[CH:18][C:19]=1[CH3:24], predict the reactants needed to synthesize it. The reactants are: C([N:8]1[CH2:13][CH:12]2[C:10]([C:14]([NH:16][C:17]3[CH:22]=[CH:21][C:20]([F:23])=[C:19]([CH3:24])[CH:18]=3)=[O:15])([CH2:11]2)[CH2:9]1)C1C=CC=CC=1. (2) Given the product [CH3:1][N:2]([CH3:3])[S:22]([C:19]1[CH:18]=[CH:17][C:16]([N+:13]([O-:15])=[O:14])=[CH:21][CH:20]=1)(=[O:23])=[O:24], predict the reactants needed to synthesize it. The reactants are: [CH3:1][NH:2][CH3:3].CCN(C(C)C)C(C)C.[N+:13]([C:16]1[CH:21]=[CH:20][C:19]([S:22](Cl)(=[O:24])=[O:23])=[CH:18][CH:17]=1)([O-:15])=[O:14]. (3) Given the product [ClH:31].[F:1][C:2]1[C:7]([F:8])=[C:6]([O:9][CH2:10][CH2:11][N:12]([CH2:14][CH2:15][O:16][CH3:17])[CH3:13])[CH:5]=[CH:4][C:3]=1/[CH:18]=[N:19]/[N:20]([CH3:30])[C:21]1([C:26]([O:28][CH3:29])=[O:27])[CH2:22][CH2:23][CH2:24][CH2:25]1, predict the reactants needed to synthesize it. The reactants are: [F:1][C:2]1[C:7]([F:8])=[C:6]([O:9][CH2:10][CH2:11][N:12]([CH2:14][CH2:15][O:16][CH3:17])[CH3:13])[CH:5]=[CH:4][C:3]=1/[CH:18]=[N:19]/[N:20]([CH3:30])[C:21]1([C:26]([O:28][CH3:29])=[O:27])[CH2:25][CH2:24][CH2:23][CH2:22]1.[ClH:31].N1C=CC=CC=1.CCCCCCC. (4) Given the product [S:1]1[C:5]2[CH:6]=[CH:7][CH:8]=[CH:9][C:4]=2[N:3]=[C:2]1[NH:10][C:11](=[O:37])[N:12]([CH:28]1[CH2:32][CH2:31][CH:30]([C:33]([OH:35])=[O:34])[CH2:29]1)[CH2:13][CH2:14][CH:15]([C:16]1[CH:17]=[CH:18][CH:19]=[CH:20][CH:21]=1)[C:22]1[CH:27]=[CH:26][CH:25]=[CH:24][CH:23]=1, predict the reactants needed to synthesize it. The reactants are: [S:1]1[C:5]2[CH:6]=[CH:7][CH:8]=[CH:9][C:4]=2[N:3]=[C:2]1[NH:10][C:11](=[O:37])[N:12]([CH:28]1[CH2:32][CH2:31][CH:30]([C:33]([O:35]C)=[O:34])[CH2:29]1)[CH2:13][CH2:14][CH:15]([C:22]1[CH:27]=[CH:26][CH:25]=[CH:24][CH:23]=1)[C:16]1[CH:21]=[CH:20][CH:19]=[CH:18][CH:17]=1.O.[OH-].[Li+].